The task is: Predict the product of the given reaction.. This data is from Forward reaction prediction with 1.9M reactions from USPTO patents (1976-2016). (1) The product is: [NH2:15][CH:6]1[CH2:7][CH2:2][CH2:3][CH2:4][N:5]1[C:8]([O:10][CH2:11][CH3:12])=[O:9]. Given the reactants N[CH:2]1[CH2:7][CH2:6][N:5]([C:8]([O:10][CH2:11][CH3:12])=[O:9])[CH2:4][CH2:3]1.C([N:15](CC)CC)C.C(S(Cl)=O)(C)(C)C, predict the reaction product. (2) Given the reactants Cl.[Br:2][C:3]1[C:4]([CH3:11])=[C:5]([CH:8]=[CH:9][CH:10]=1)[CH2:6][NH2:7].C(N(C(C)C)CC)(C)C.[C:21]([O:25][C:26](=[O:46])[NH:27][C@H:28]1[CH2:33][CH2:32][C@H:31]([CH2:34][NH:35][C:36]2[C:41]([N+:42]([O-:44])=[O:43])=[CH:40][N:39]=[C:38](Cl)[N:37]=2)[CH2:30][CH2:29]1)([CH3:24])([CH3:23])[CH3:22], predict the reaction product. The product is: [C:21]([O:25][C:26](=[O:46])[NH:27][C@H:28]1[CH2:29][CH2:30][C@H:31]([CH2:34][NH:35][C:36]2[C:41]([N+:42]([O-:44])=[O:43])=[CH:40][N:39]=[C:38]([NH:7][CH2:6][C:5]3[CH:8]=[CH:9][CH:10]=[C:3]([Br:2])[C:4]=3[CH3:11])[N:37]=2)[CH2:32][CH2:33]1)([CH3:24])([CH3:22])[CH3:23]. (3) Given the reactants [CH3:1][C:2]1[C:6]([C:7]2[CH:8]=[C:9]([N+:19]([O-])=O)[C:10]([NH:17][CH3:18])=[C:11]([CH:16]=2)[C:12]([O:14][CH3:15])=[O:13])=[C:5]([CH3:22])[O:4][N:3]=1.CCO, predict the reaction product. The product is: [NH2:19][C:9]1[C:10]([NH:17][CH3:18])=[C:11]([CH:16]=[C:7]([C:6]2[C:2]([CH3:1])=[N:3][O:4][C:5]=2[CH3:22])[CH:8]=1)[C:12]([O:14][CH3:15])=[O:13]. (4) Given the reactants FC(F)(F)C([O-])=O.[F:8][C:9]1[C:10]([C:25]([NH:27][CH3:28])=[O:26])=[CH:11][C:12]2[NH:16][C:15](=[O:17])[N:14]([CH:18]3[CH2:23][CH2:22][NH2+:21][CH2:20][CH2:19]3)[C:13]=2[CH:24]=1.Cl[CH2:30][C:31]([CH:33]1[CH2:38][CH2:37][C:36]([F:40])([F:39])[CH2:35][CH2:34]1)=[O:32], predict the reaction product. The product is: [F:39][C:36]1([F:40])[CH2:37][CH2:38][CH:33]([C:31](=[O:32])[CH2:30][N:21]2[CH2:20][CH2:19][CH:18]([N:14]3[C:13]4[CH:24]=[C:9]([F:8])[C:10]([C:25]([NH:27][CH3:28])=[O:26])=[CH:11][C:12]=4[NH:16][C:15]3=[O:17])[CH2:23][CH2:22]2)[CH2:34][CH2:35]1. (5) Given the reactants [Cl:1][C:2]1[S:6][C:5]([S:7]([N:10]([CH2:19][C:20]2[CH:32]=[CH:31][C:23]([C:24]([O:26][C:27]([CH3:30])([CH3:29])[CH3:28])=[O:25])=[CH:22][CH:21]=2)[CH:11]2[CH2:16][O:15]C(C)(C)[O:13][CH2:12]2)(=[O:9])=[O:8])=[CH:4][CH:3]=1.O.C1(C)C(S(O)(=O)=O)=CC=CC=1.CO, predict the reaction product. The product is: [Cl:1][C:2]1[S:6][C:5]([S:7]([N:10]([CH2:19][C:20]2[CH:21]=[CH:22][C:23]([C:24]([O:26][C:27]([CH3:28])([CH3:29])[CH3:30])=[O:25])=[CH:31][CH:32]=2)[CH:11]([CH2:12][OH:13])[CH2:16][OH:15])(=[O:9])=[O:8])=[CH:4][CH:3]=1. (6) Given the reactants CC1N(CC2C=CC(/C=C/CO)=CC=2)C2=NC(C)=CC(C)=C2N=1.C[O:25][C:26](=O)/[CH:27]=[CH:28]/[C:29]1[CH:34]=[CH:33][C:32]([CH2:35][N:36]2[C:40]3=[N:41][C:42]([CH3:46])=[CH:43][C:44]([CH3:45])=[C:39]3[N:38]=[C:37]2[C:47]([F:50])([F:49])[F:48])=[CH:31][CH:30]=1, predict the reaction product. The product is: [CH3:46][C:42]1[N:41]=[C:40]2[N:36]([CH2:35][C:32]3[CH:33]=[CH:34][C:29](/[CH:28]=[CH:27]/[CH2:26][OH:25])=[CH:30][CH:31]=3)[C:37]([C:47]([F:50])([F:49])[F:48])=[N:38][C:39]2=[C:44]([CH3:45])[CH:43]=1.